From a dataset of TCR-epitope binding with 47,182 pairs between 192 epitopes and 23,139 TCRs. Binary Classification. Given a T-cell receptor sequence (or CDR3 region) and an epitope sequence, predict whether binding occurs between them. (1) The epitope is FPRPWLHGL. The TCR CDR3 sequence is CSARGGQLQETQYF. Result: 1 (the TCR binds to the epitope). (2) The epitope is RLRAEAQVK. The TCR CDR3 sequence is CASSYRGGRAGETQYF. Result: 0 (the TCR does not bind to the epitope). (3) The epitope is DATYQRTRALVR. The TCR CDR3 sequence is CASSSPAGGPTDTQYF. Result: 1 (the TCR binds to the epitope). (4) The epitope is YVLDHLIVV. The TCR CDR3 sequence is CATSDWAGEMETQYF. Result: 1 (the TCR binds to the epitope). (5) The epitope is HTDFSSEIIGY. The TCR CDR3 sequence is CASSQDRPGTQYF. Result: 1 (the TCR binds to the epitope). (6) The epitope is EIYKRWII. The TCR CDR3 sequence is CASSLIGHSNQPQHF. Result: 0 (the TCR does not bind to the epitope).